From a dataset of Forward reaction prediction with 1.9M reactions from USPTO patents (1976-2016). Predict the product of the given reaction. (1) Given the reactants [NH2-].[Na+].Cl.[F:4][C:5]1[CH:10]=[CH:9][C:8]([NH:11][NH2:12])=[CH:7][CH:6]=1.Br[CH2:14][C:15]1[CH:20]=[CH:19][C:18]([F:21])=[CH:17][CH:16]=1, predict the reaction product. The product is: [F:21][C:18]1[CH:19]=[CH:20][C:15]([CH2:14][N:11]([C:8]2[CH:9]=[CH:10][C:5]([F:4])=[CH:6][CH:7]=2)[NH2:12])=[CH:16][CH:17]=1. (2) Given the reactants [NH2:1][C:2]12[CH2:9][CH:8]3[CH2:10][C:4]([N:11]4[CH2:15][CH2:14][CH2:13][C:12]4=[O:16])([CH2:5][CH:6]1[CH2:7]3)[CH2:3]2.C([O-])([O-])=O.[K+].[K+].Cl[CH2:24][C:25]([N:27]1[CH2:31][CH2:30][CH2:29][C@H:28]1[C:32]#[N:33])=[O:26], predict the reaction product. The product is: [O:16]=[C:12]1[CH2:13][CH2:14][CH2:15][N:11]1[C:4]12[CH2:10][CH:8]3[CH2:9][C:2]([NH:1][CH2:24][C:25]([N:27]4[CH2:31][CH2:30][CH2:29][C@H:28]4[C:32]#[N:33])=[O:26])([CH2:3]1)[CH:6]([CH2:7]3)[CH2:5]2. (3) Given the reactants [N:1]1([C:12](=[O:13])[C:11]2[N:10]([CH2:14][C:15]([OH:17])=O)[CH:9]=[N:8][C:7]=2[N:5]([CH3:6])[C:3]1=[O:4])[CH3:2].C(Cl)(=O)C(Cl)=O.CN(C=O)C.[CH3:29][NH:30][C:31]1[CH:36]=[CH:35][C:34]([CH:37]([CH3:39])[CH3:38])=[CH:33][CH:32]=1, predict the reaction product. The product is: [CH3:2][N:1]1[C:12](=[O:13])[C:11]2[N:10]([CH2:14][C:15]([N:30]([C:31]3[CH:36]=[CH:35][C:34]([CH:37]([CH3:39])[CH3:38])=[CH:33][CH:32]=3)[CH3:29])=[O:17])[CH:9]=[N:8][C:7]=2[N:5]([CH3:6])[C:3]1=[O:4]. (4) Given the reactants [CH:1]1([OH:7])[CH2:5][CH2:4][CH:3]([OH:6])[CH2:2]1.N1C=CN=C1.[Si:13](Cl)([C:16]([CH3:19])([CH3:18])[CH3:17])([CH3:15])[CH3:14], predict the reaction product. The product is: [C:16]([Si:13]([CH3:15])([CH3:14])[O:6][C@H:3]1[CH2:4][CH2:5][C@H:1]([OH:7])[CH2:2]1)([CH3:19])([CH3:18])[CH3:17].[C:16]([Si:13]([CH3:15])([CH3:14])[O:6][C@@H:3]1[CH2:4][CH2:5][C@H:1]([OH:7])[CH2:2]1)([CH3:19])([CH3:18])[CH3:17].